This data is from Forward reaction prediction with 1.9M reactions from USPTO patents (1976-2016). The task is: Predict the product of the given reaction. (1) Given the reactants [F:1][C:2]1[CH:3]=[CH:4][C:5]2[N:14]([CH3:15])[CH2:13][C:12]3[C:8]4[C:9](=[N:27][CH:28]=[CH:29][C:7]=4[C:6]=2[CH:30]=1)[N:10](S(C1C=CC(C)=CC=1)(=O)=O)[C:11]=3[I:16].[OH-].[Na+].O, predict the reaction product. The product is: [F:1][C:2]1[CH:3]=[CH:4][C:5]2[N:14]([CH3:15])[CH2:13][C:12]3[C:8]4[C:9](=[N:27][CH:28]=[CH:29][C:7]=4[C:6]=2[CH:30]=1)[NH:10][C:11]=3[I:16]. (2) Given the reactants [C:1]([CH:5]1[CH2:10][CH2:9][CH:8]([CH:11]([NH:26][C:27]([NH:29][C:30]2[CH:35]=[CH:34][C:33]([O:36][C:37]([F:40])([F:39])[F:38])=[CH:32][CH:31]=2)=[O:28])[C:12]2[CH:25]=[CH:24][C:15]([C:16]([NH:18][CH2:19][CH2:20][C:21]([OH:23])=O)=[O:17])=[CH:14][CH:13]=2)[CH2:7][CH2:6]1)([CH3:4])([CH3:3])[CH3:2].[OH:41][N:42]1C2C=CC=CC=2N=N1.Cl.CN(C)CCCN=C=NCC.C(N(CC)C(C)C)(C)C.C[Si](C)(C)ON, predict the reaction product. The product is: [C:1]([C@H:5]1[CH2:6][CH2:7][C@H:8]([CH:11]([NH:26][C:27]([NH:29][C:30]2[CH:31]=[CH:32][C:33]([O:36][C:37]([F:40])([F:38])[F:39])=[CH:34][CH:35]=2)=[O:28])[C:12]2[CH:25]=[CH:24][C:15]([C:16]([NH:18][CH2:19][CH2:20][C:21](=[O:23])[NH:42][OH:41])=[O:17])=[CH:14][CH:13]=2)[CH2:9][CH2:10]1)([CH3:3])([CH3:4])[CH3:2]. (3) Given the reactants [C:1]([O:5][C:6]([NH:8][C@@H:9]([CH2:14][C:15]1[CH:16]=[N:17][C:18]([F:22])=[C:19]([Cl:21])[CH:20]=1)[C:10](OC)=[O:11])=[O:7])([CH3:4])([CH3:3])[CH3:2].[BH4-].[Li+].CCO, predict the reaction product. The product is: [Cl:21][C:19]1[CH:20]=[C:15]([CH2:14][C@H:9]([NH:8][C:6](=[O:7])[O:5][C:1]([CH3:3])([CH3:2])[CH3:4])[CH2:10][OH:11])[CH:16]=[N:17][C:18]=1[F:22]. (4) Given the reactants [F:1][C:2]1[CH:7]=[C:6]([F:8])[C:5]([C:9]([F:12])([F:11])[F:10])=[CH:4][C:3]=1Br.C([Sn](CCCC)(CCCC)[C:19]1[CH:24]=[CH:23][CH:22]=[CH:21][N:20]=1)CCC, predict the reaction product. The product is: [F:1][C:2]1[CH:7]=[C:6]([F:8])[C:5]([C:9]([F:12])([F:11])[F:10])=[CH:4][C:3]=1[C:19]1[CH:24]=[CH:23][CH:22]=[CH:21][N:20]=1. (5) The product is: [CH3:1][O:2][C:3](=[O:8])[CH2:4][CH2:5][CH2:6][N:16]1[CH2:17][CH2:18][CH:13]([CH2:9][CH2:10][CH2:11][CH3:12])[CH2:14][CH2:15]1. Given the reactants [CH3:1][O:2][C:3](=[O:8])[CH2:4][CH2:5][CH2:6]Br.[CH2:9]([CH:13]1[CH2:18][CH2:17][NH:16][CH2:15][CH2:14]1)[CH2:10][CH2:11][CH3:12].C(=O)([O-])[O-].[K+].[K+].C(Cl)Cl.CO, predict the reaction product. (6) Given the reactants FC(F)(F)C([NH:5][C:6]1[CH:11]=[CH:10][C:9]([CH2:12][CH:13]2[CH2:18][CH2:17][NH:16][CH2:15][CH2:14]2)=[CH:8][CH:7]=1)=O.C(N(CC)CC)C.[C:28](O[C:28]([O:30][C:31]([CH3:34])([CH3:33])[CH3:32])=[O:29])([O:30][C:31]([CH3:34])([CH3:33])[CH3:32])=[O:29].[OH-].[Na+], predict the reaction product. The product is: [NH2:5][C:6]1[CH:7]=[CH:8][C:9]([CH2:12][CH:13]2[CH2:14][CH2:15][N:16]([C:28]([O:30][C:31]([CH3:34])([CH3:33])[CH3:32])=[O:29])[CH2:17][CH2:18]2)=[CH:10][CH:11]=1. (7) Given the reactants [CH2:1]([N:8](C)[CH:9]1[CH2:24][C@@H:12]2[CH2:13][N:14]([C:17]([O:19][C:20]([CH3:23])([CH3:22])[CH3:21])=[O:18])[CH2:15][CH2:16][C@@H:11]2[CH2:10]1)C1C=CC=CC=1, predict the reaction product. The product is: [CH3:1][NH:8][CH:9]1[CH2:24][C@@H:12]2[CH2:13][N:14]([C:17]([O:19][C:20]([CH3:22])([CH3:21])[CH3:23])=[O:18])[CH2:15][CH2:16][C@@H:11]2[CH2:10]1.